From a dataset of Catalyst prediction with 721,799 reactions and 888 catalyst types from USPTO. Predict which catalyst facilitates the given reaction. (1) Product: [F:23][CH2:22][CH2:21][CH2:20][C:4]([CH2:3][C:2]([F:18])([F:1])[C:9]([F:16])([F:17])[C:10]([F:14])([F:15])[CH:11]([F:13])[F:12])([C:7]#[N:8])[C:5]#[N:6]. The catalyst class is: 57. Reactant: [F:1][C:2]([F:18])([C:9]([F:17])([F:16])[C:10]([F:15])([F:14])[CH:11]([F:13])[F:12])[CH2:3][CH:4]([C:7]#[N:8])[C:5]#[N:6].Br[CH2:20][CH2:21][CH2:22][F:23].C(=O)([O-])[O-].[K+].[K+].Cl. (2) Reactant: [CH:1]([N:4]1[C:8]([C:9]2[N:10]=[C:11]3[C:17]4[CH:18]=[CH:19][C:20]([C:22]([OH:24])=O)=[CH:21][C:16]=4[O:15][CH2:14][CH2:13][N:12]3[CH:25]=2)=[N:7][CH:6]=[N:5]1)([CH3:3])[CH3:2].[NH2:26][C:27]([CH3:31])([CH3:30])[CH2:28][OH:29]. Product: [OH:29][CH2:28][C:27]([NH:26][C:22]([C:20]1[CH:19]=[CH:18][C:17]2[C:11]3[N:12]([CH:25]=[C:9]([C:8]4[N:4]([CH:1]([CH3:3])[CH3:2])[N:5]=[CH:6][N:7]=4)[N:10]=3)[CH2:13][CH2:14][O:15][C:16]=2[CH:21]=1)=[O:24])([CH3:31])[CH3:30]. The catalyst class is: 1. (3) Reactant: [CH3:1][O:2][C:3]1[CH:12]=[CH:11][C:6]([C:7]([O:9]C)=O)=[CH:5][CH:4]=1.C[O-].[Na+].[C:16](#[N:18])[CH3:17].ClC1C=CC=CC=1. Product: [CH3:1][O:2][C:3]1[CH:4]=[CH:5][C:6]([C:7](=[O:9])[CH2:17][C:16]#[N:18])=[CH:11][CH:12]=1. The catalyst class is: 27. (4) Product: [F:23][C:20]1[CH:21]=[CH:22][C:17]([C:16]2[S:15][C:14]([CH3:24])=[N:13][C:12]=2[C:10]([N:4]2[CH2:5][CH2:6][CH2:7][C@H:8]([CH3:9])[C@@H:3]2[CH:2]=[O:1])=[O:11])=[CH:18][CH:19]=1. Reactant: [OH:1][CH2:2][C@H:3]1[C@@H:8]([CH3:9])[CH2:7][CH2:6][CH2:5][N:4]1[C:10]([C:12]1[N:13]=[C:14]([CH3:24])[S:15][C:16]=1[C:17]1[CH:22]=[CH:21][C:20]([F:23])=[CH:19][CH:18]=1)=[O:11].CC(OI1(OC(C)=O)(OC(C)=O)OC(=O)C2C=CC=CC1=2)=O. The catalyst class is: 34. (5) Reactant: [CH3:1][C:2]1([CH3:32])[CH2:11][CH:10]=[C:9]([C:12]2[S:13][C:14]([CH3:18])=[C:15]([CH3:17])[N:16]=2)[C:8]2[CH:7]=[C:6]([C:19]#[C:20][C:21]3[CH:31]=[CH:30][C:24]([C:25]([O:27]CC)=[O:26])=[CH:23][CH:22]=3)[CH:5]=[CH:4][C:3]1=2.[OH-].[Na+]. Product: [CH3:1][C:2]1([CH3:32])[CH2:11][CH:10]=[C:9]([C:12]2[S:13][C:14]([CH3:18])=[C:15]([CH3:17])[N:16]=2)[C:8]2[CH:7]=[C:6]([C:19]#[C:20][C:21]3[CH:22]=[CH:23][C:24]([C:25]([OH:27])=[O:26])=[CH:30][CH:31]=3)[CH:5]=[CH:4][C:3]1=2. The catalyst class is: 14.